From a dataset of Catalyst prediction with 721,799 reactions and 888 catalyst types from USPTO. Predict which catalyst facilitates the given reaction. (1) Reactant: [N:1]1[C:10]2[C:5](=[CH:6][CH:7]=[CH:8][CH:9]=2)[C:4]([CH2:11][OH:12])=[CH:3][CH:2]=1.C(N(CC)CC)C.[CH3:20][S:21](Cl)(=[O:23])=[O:22]. Product: [CH3:20][S:21]([O:12][CH2:11][C:4]1[C:5]2[C:10](=[CH:9][CH:8]=[CH:7][CH:6]=2)[N:1]=[CH:2][CH:3]=1)(=[O:23])=[O:22]. The catalyst class is: 4. (2) Reactant: [NH2:1][C@H:2]([C:13]([OH:15])=[O:14])[CH2:3][C:4]1[C:12]2[C:7](=[CH:8][CH:9]=[CH:10][CH:11]=2)[NH:6][CH:5]=1.[OH-].[Na+].[CH3:18][C:19]([O:22][C:23](O[C:23]([O:22][C:19]([CH3:21])([CH3:20])[CH3:18])=[O:24])=[O:24])([CH3:21])[CH3:20].Cl.O1CCOC[CH2:35]1. Product: [C:19]([O:22][C:23]([NH:1][CH:2]([CH2:3][C:4]1[C:12]2[C:7](=[CH:8][CH:9]=[CH:10][CH:11]=2)[N:6]([CH3:35])[CH:5]=1)[C:13]([OH:15])=[O:14])=[O:24])([CH3:21])([CH3:20])[CH3:18]. The catalyst class is: 6. (3) Reactant: [NH:1]([CH2:5][CH2:6][OH:7])[CH2:2][CH2:3][OH:4].[C:8]1(=O)[CH2:13][CH2:12][CH2:11][CH2:10][CH2:9]1.C(=O)([O-])[O-].[K+].[K+]. Product: [O:4]1[C:8]2([CH2:13][CH2:12][CH2:11][CH2:10][CH2:9]2)[N:1]([CH2:5][CH2:6][OH:7])[CH2:2][CH2:3]1. The catalyst class is: 4. (4) Reactant: C[O:2][C:3](=O)[C:4]([C:7]1[CH:12]=[CH:11][C:10]([C:13](=[O:32])[NH:14][C:15]2[CH:20]=[CH:19][C:18]([Cl:21])=[CH:17][C:16]=2[C:22](=[O:31])[NH:23][C:24]2[CH:29]=[CH:28][C:27]([Cl:30])=[CH:26][N:25]=2)=[CH:9][CH:8]=1)([CH3:6])[CH3:5].[Li+].[BH4-]. Product: [Cl:21][C:18]1[CH:19]=[CH:20][C:15]([NH:14][C:13]([C:10]2[CH:11]=[CH:12][C:7]([C:4]([CH3:6])([CH3:5])[CH2:3][OH:2])=[CH:8][CH:9]=2)=[O:32])=[C:16]([C:22](=[O:31])[NH:23][C:24]2[CH:29]=[CH:28][C:27]([Cl:30])=[CH:26][N:25]=2)[CH:17]=1. The catalyst class is: 1. (5) Reactant: F[C:2]1[CH:9]=[CH:8][C:7]([CH3:10])=[CH:6][C:3]=1[C:4]#[N:5].[Cl:11][C:12]1[CH:17]=[CH:16][C:15]([NH2:18])=[C:14]([N+:19]([O-:21])=[O:20])[CH:13]=1.O.[OH-].[Li+].O. Product: [Cl:11][C:12]1[CH:17]=[CH:16][C:15]([NH:18][C:2]2[CH:9]=[CH:8][C:7]([CH3:10])=[CH:6][C:3]=2[C:4]#[N:5])=[C:14]([N+:19]([O-:21])=[O:20])[CH:13]=1. The catalyst class is: 148. (6) Reactant: [Cl:1][C:2]1[CH:3]=[C:4]([C@@H:8]2[C@@H:13]([C:14]3[CH:19]=[CH:18][C:17]([Cl:20])=[CH:16][CH:15]=3)[N:12]([CH2:21][CH:22]3[CH2:24][CH2:23]3)[C:11](=[O:25])[C@@H:10]([CH2:26][C:27]([OH:29])=[O:28])[CH2:9]2)[CH:5]=[CH:6][CH:7]=1.S(Cl)(Cl)=O.[CH3:34]COC(C)=O.C([O-])(O)=O.[Na+]. Product: [Cl:1][C:2]1[CH:3]=[C:4]([C@@H:8]2[C@@H:13]([C:14]3[CH:19]=[CH:18][C:17]([Cl:20])=[CH:16][CH:15]=3)[N:12]([CH2:21][CH:22]3[CH2:23][CH2:24]3)[C:11](=[O:25])[C@@H:10]([CH2:26][C:27]([O:29][CH3:34])=[O:28])[CH2:9]2)[CH:5]=[CH:6][CH:7]=1. The catalyst class is: 5.